This data is from Full USPTO retrosynthesis dataset with 1.9M reactions from patents (1976-2016). The task is: Predict the reactants needed to synthesize the given product. (1) Given the product [Cl:1][C:2]1[CH:3]=[CH:4][C:5]([C:28]([F:29])([F:31])[F:30])=[C:6]([CH:27]=1)[CH2:7][N:8]1[CH2:13][CH2:12][NH:11][C:10]2[N:14]=[CH:15][C:16]([C:18]3[CH:19]=[CH:20][C:21]([C:22]([N:44]4[CH2:45][CH2:46][N:41]([C:35]5[C:36]6[S:40][CH:39]=[CH:38][C:37]=6[N:32]=[CH:33][N:34]=5)[CH2:42][CH2:43]4)=[O:23])=[CH:25][CH:26]=3)=[CH:17][C:9]1=2, predict the reactants needed to synthesize it. The reactants are: [Cl:1][C:2]1[CH:3]=[CH:4][C:5]([C:28]([F:31])([F:30])[F:29])=[C:6]([CH:27]=1)[CH2:7][N:8]1[CH2:13][CH2:12][NH:11][C:10]2[N:14]=[CH:15][C:16]([C:18]3[CH:26]=[CH:25][C:21]([C:22](O)=[O:23])=[CH:20][CH:19]=3)=[CH:17][C:9]1=2.[N:32]1[C:37]2[CH:38]=[CH:39][S:40][C:36]=2[C:35]([N:41]2[CH2:46][CH2:45][NH:44][CH2:43][CH2:42]2)=[N:34][CH:33]=1. (2) The reactants are: [OH-].[Na+].[NH2:3][C:4]1[N:9]=[C:8]([NH:10][C@@H:11]([CH2:15][CH2:16][CH3:17])[CH2:12][CH2:13][OH:14])[C:7]([CH2:18][C:19]2[CH:34]=[CH:33][C:22]([CH2:23][N:24]([CH2:31][CH3:32])[CH2:25][C:26]([O:28]CC)=[O:27])=[CH:21][C:20]=2[O:35][CH3:36])=[C:6]([CH3:37])[N:5]=1.Cl. Given the product [NH2:3][C:4]1[N:9]=[C:8]([NH:10][C@@H:11]([CH2:15][CH2:16][CH3:17])[CH2:12][CH2:13][OH:14])[C:7]([CH2:18][C:19]2[CH:34]=[CH:33][C:22]([CH2:23][N:24]([CH2:31][CH3:32])[CH2:25][C:26]([OH:28])=[O:27])=[CH:21][C:20]=2[O:35][CH3:36])=[C:6]([CH3:37])[N:5]=1, predict the reactants needed to synthesize it. (3) Given the product [ClH:23].[OH:38][C:32]1([CH2:31][C:27]2[CH:26]=[N:25][CH:30]=[CH:29][CH:28]=2)[CH2:37][CH2:36][N:35]([C:19](=[O:21])[CH2:18][O:17][CH2:16][CH2:15][N:13]([CH3:14])[S:10]([C:6]2[C:5]([CH3:22])=[CH:4][C:3]([O:2][CH3:1])=[CH:8][C:7]=2[CH3:9])(=[O:11])=[O:12])[CH2:34][CH2:33]1, predict the reactants needed to synthesize it. The reactants are: [CH3:1][O:2][C:3]1[CH:8]=[C:7]([CH3:9])[C:6]([S:10]([N:13]([CH2:15][CH2:16][O:17][CH2:18][C:19]([OH:21])=O)[CH3:14])(=[O:12])=[O:11])=[C:5]([CH3:22])[CH:4]=1.[ClH:23].Cl.[N:25]1[CH:30]=[CH:29][CH:28]=[C:27]([CH2:31][C:32]2([OH:38])[CH2:37][CH2:36][NH:35][CH2:34][CH2:33]2)[CH:26]=1.C(=O)(O)[O-].[Na+].Cl.CCOCC.N1C=CC=C(C2(O)CCNCC2)C=1.N1C=CC(C2(O)CCNCC2)=CC=1.S1C=CC=C1C1(O)CCNCC1.N1CCCCC1=O. (4) Given the product [CH3:1][N:2]([CH3:45])[CH2:3][C:4]([N:6]1[C:14]2[C:9](=[CH:10][CH:11]=[C:12]([NH:15][C:16]3[NH:17][C:18]4=[N:34][CH:33]=[CH:32][C:19]4=[C:20]([NH:21][C:22]4[CH:23]=[CH:24][CH:25]=[C:26]([F:31])[C:27]=4[C:28]([NH:47][CH3:46])=[O:30])[N:29]=3)[CH:13]=2)[CH2:8][CH2:7]1)=[O:5], predict the reactants needed to synthesize it. The reactants are: [CH3:1][N:2]([CH3:45])[CH2:3][C:4]([N:6]1[C:14]2[C:9](=[CH:10][CH:11]=[C:12]([NH:15][C:16]3[N:29]4[C:20](=[N:21][C:22]5[C:27]([C:28]4=[O:30])=[C:26]([F:31])[CH:25]=[CH:24][CH:23]=5)[C:19]4[CH:32]=[CH:33][N:34](S(C5C=CC(C)=CC=5)(=O)=O)[C:18]=4[N:17]=3)[CH:13]=2)[CH2:8][CH2:7]1)=[O:5].[CH3:46][NH2:47].C1COCC1.C(=O)(O)[O-].[Na+].CCOC(C)=O.